Dataset: Forward reaction prediction with 1.9M reactions from USPTO patents (1976-2016). Task: Predict the product of the given reaction. (1) Given the reactants [Cl:1][C:2]1[CH:8]=[C:7]([N+:9]([O-:11])=[O:10])[C:5]([NH2:6])=[C:4]([CH3:12])[CH:3]=1.[Cl:13][C:14]1[CH:22]=[CH:21][C:17]([C:18](Cl)=[O:19])=[CH:16][N:15]=1, predict the reaction product. The product is: [Cl:13][C:14]1[N:15]=[CH:16][C:17]([C:18]([NH:6][C:5]2[C:4]([CH3:12])=[CH:3][C:2]([Cl:1])=[CH:8][C:7]=2[N+:9]([O-:11])=[O:10])=[O:19])=[CH:21][CH:22]=1. (2) Given the reactants [Cl:1][C:2]1[C:3]([N:13]2[CH2:16][CH:15](C(O)=O)[CH2:14]2)=[N:4][CH:5]=[C:6]([C:8]([O:10][CH2:11][CH3:12])=[O:9])[CH:7]=1.CCN=C=NCCC[N:28]([CH3:30])C.C1C=CC2N([OH:40])N=NC=2C=1.[C:41]1([S:47]([NH2:50])(=[O:49])=[O:48])[CH:46]=[CH:45][CH:44]=[CH:43][CH:42]=1.CCN(C(C)C)C(C)C, predict the reaction product. The product is: [Cl:1][C:2]1[C:3]([N:13]2[CH2:14][CH:15]([NH:28][C:30]([NH:50][S:47]([C:41]3[CH:46]=[CH:45][CH:44]=[CH:43][CH:42]=3)(=[O:49])=[O:48])=[O:40])[CH2:16]2)=[N:4][CH:5]=[C:6]([CH:7]=1)[C:8]([O:10][CH2:11][CH3:12])=[O:9]. (3) The product is: [CH:26]1[C:27]2[C:22](=[CH:21][CH:20]=[CH:19][CH:18]=2)[CH:23]=[CH:24][C:25]=1[C:2]1[C:11]2[C:6](=[CH:7][CH:8]=[CH:9][CH:10]=2)[CH:5]=[C:4]([NH:12][C:13]2[CH:17]=[CH:16][NH:15][N:14]=2)[N:3]=1. Given the reactants Cl[C:2]1[C:11]2[C:6](=[CH:7][CH:8]=[CH:9][CH:10]=2)[CH:5]=[C:4]([NH:12][C:13]2[CH:17]=[CH:16][NH:15][N:14]=2)[N:3]=1.[CH:18]1[C:27]2[C:22](=[CH:23][CH:24]=[CH:25][CH:26]=2)[CH:21]=[CH:20][C:19]=1B(O)O, predict the reaction product. (4) Given the reactants [C:1]([C@@H:3]1[CH2:5][C@@H:4]1[CH2:6][O:7][C:8]1[N:13]=[C:12]([N:14]2[CH2:19][CH2:18][CH:17]([C:20]3[C:28]4[C:23](=[N:24][CH:25]=[CH:26][C:27]=4[O:29][CH3:30])[NH:22][N:21]=3)[CH2:16][CH2:15]2)[N:11]=[C:10](C(C#N)C#N)[N:9]=1)#[N:2].C1C=C(Cl)C=C([C:43](OO)=[O:44])C=1.[C:47]12([NH2:52])[CH2:51][CH:49]([CH2:50]1)[CH2:48]2, predict the reaction product. The product is: [C:47]12([NH:52][C:43]([C:10]3[N:9]=[C:8]([O:7][CH2:6][C@H:4]4[CH2:5][C@H:3]4[C:1]#[N:2])[N:13]=[C:12]([N:14]4[CH2:19][CH2:18][CH:17]([C:20]5[C:28]6[C:23](=[N:24][CH:25]=[CH:26][C:27]=6[O:29][CH3:30])[NH:22][N:21]=5)[CH2:16][CH2:15]4)[N:11]=3)=[O:44])[CH2:51][CH:49]([CH2:50]1)[CH2:48]2. (5) Given the reactants [CH3:1][C:2]1[CH:7]=[CH:6][C:5]([S:8]([O:11][CH2:12][C@@H:13]2[O:18][C:17]3[C:19]([CH2:31][CH:32]=C)=[C:20]([O:23][CH2:24][C:25]4[CH:30]=[CH:29][CH:28]=[CH:27][CH:26]=4)[CH:21]=[CH:22][C:16]=3[O:15][CH2:14]2)(=[O:10])=[O:9])=[CH:4][CH:3]=1.I([O-])(=O)(=O)=[O:35].[Na+].C(OCC)(=O)C.[BH4-].C([N+](CCCC)(CCCC)CCCC)CCC, predict the reaction product. The product is: [CH3:1][C:2]1[CH:7]=[CH:6][C:5]([S:8]([O:11][CH2:12][CH:13]2[O:18][C:17]3[C:19]([CH2:31][CH2:32][OH:35])=[C:20]([O:23][CH2:24][C:25]4[CH:30]=[CH:29][CH:28]=[CH:27][CH:26]=4)[CH:21]=[CH:22][C:16]=3[O:15][CH2:14]2)(=[O:10])=[O:9])=[CH:4][CH:3]=1. (6) Given the reactants [CH3:1][O:2][C:3]([C:5]1[S:6][C:7]2[C:8](=[O:20])[CH2:9][O:10][C:11]3[CH:18]=[CH:17][C:16](Br)=[CH:15][C:12]=3[C:13]=2[N:14]=1)=[O:4].[CH3:21][C:22]([OH:26])([C:24]#[CH:25])[CH3:23].C1C=CC(P(C2C=CC=CC=2)C2C=CC=CC=2)=CC=1, predict the reaction product. The product is: [CH3:1][O:2][C:3]([C:5]1[S:6][C:7]2[C:8](=[O:20])[CH2:9][O:10][C:11]3[CH:18]=[CH:17][C:16]([C:25]#[C:24][C:22]([OH:26])([CH3:23])[CH3:21])=[CH:15][C:12]=3[C:13]=2[N:14]=1)=[O:4]. (7) The product is: [NH2:15][C:11]1[CH:10]=[C:9]([S:6]([NH:5][O:4][CH:1]([CH3:3])[CH3:2])(=[O:7])=[O:8])[CH:14]=[CH:13][CH:12]=1. Given the reactants [CH:1]([O:4][NH:5][S:6]([C:9]1[CH:14]=[CH:13][CH:12]=[C:11]([N+:15]([O-])=O)[CH:10]=1)(=[O:8])=[O:7])([CH3:3])[CH3:2], predict the reaction product.